From a dataset of Reaction yield outcomes from USPTO patents with 853,638 reactions. Predict the reaction yield, written as a fraction of the theoretical maximum amount of product (1.0 means a 100% yield; for example, 0.34 means a 34% yield). The reactants are [F:1][CH:2]([F:17])[C:3](=O)[C:4](=[CH:9][N:10]1CCCCC1)[C:5]([O:7][CH3:8])=[O:6].O.[NH2:19]N. The catalyst is C1(C)C=CC=CC=1. The product is [F:1][CH:2]([F:17])[C:3]1[C:4]([C:5]([O:7][CH3:8])=[O:6])=[CH:9][NH:10][N:19]=1. The yield is 0.660.